From a dataset of NCI-60 drug combinations with 297,098 pairs across 59 cell lines. Regression. Given two drug SMILES strings and cell line genomic features, predict the synergy score measuring deviation from expected non-interaction effect. (1) Drug 1: CCCCCOC(=O)NC1=NC(=O)N(C=C1F)C2C(C(C(O2)C)O)O. Drug 2: CC1C(C(CC(O1)OC2CC(CC3=C2C(=C4C(=C3O)C(=O)C5=C(C4=O)C(=CC=C5)OC)O)(C(=O)CO)O)N)O.Cl. Cell line: SF-539. Synergy scores: CSS=25.5, Synergy_ZIP=-6.43, Synergy_Bliss=-8.76, Synergy_Loewe=-37.3, Synergy_HSA=-7.35. (2) Drug 1: CNC(=O)C1=NC=CC(=C1)OC2=CC=C(C=C2)NC(=O)NC3=CC(=C(C=C3)Cl)C(F)(F)F. Drug 2: CC(C)CN1C=NC2=C1C3=CC=CC=C3N=C2N. Cell line: RPMI-8226. Synergy scores: CSS=24.1, Synergy_ZIP=21.2, Synergy_Bliss=17.8, Synergy_Loewe=17.1, Synergy_HSA=13.3. (3) Drug 1: C1=CC(=CC=C1CCC2=CNC3=C2C(=O)NC(=N3)N)C(=O)NC(CCC(=O)O)C(=O)O. Drug 2: C1=NC(=NC(=O)N1C2C(C(C(O2)CO)O)O)N. Cell line: SF-539. Synergy scores: CSS=36.3, Synergy_ZIP=2.67, Synergy_Bliss=0.905, Synergy_Loewe=-12.9, Synergy_HSA=0.922. (4) Drug 1: C1=CN(C(=O)N=C1N)C2C(C(C(O2)CO)O)O.Cl. Drug 2: CC=C1C(=O)NC(C(=O)OC2CC(=O)NC(C(=O)NC(CSSCCC=C2)C(=O)N1)C(C)C)C(C)C. Cell line: NCI-H226. Synergy scores: CSS=14.7, Synergy_ZIP=-0.0609, Synergy_Bliss=-0.887, Synergy_Loewe=-28.2, Synergy_HSA=-1.88. (5) Drug 1: CC1=CC=C(C=C1)C2=CC(=NN2C3=CC=C(C=C3)S(=O)(=O)N)C(F)(F)F. Drug 2: CC1=C(C=C(C=C1)NC(=O)C2=CC=C(C=C2)CN3CCN(CC3)C)NC4=NC=CC(=N4)C5=CN=CC=C5. Cell line: IGROV1. Synergy scores: CSS=2.85, Synergy_ZIP=-2.04, Synergy_Bliss=-4.09, Synergy_Loewe=-1.76, Synergy_HSA=-2.83. (6) Drug 1: CCC1(CC2CC(C3=C(CCN(C2)C1)C4=CC=CC=C4N3)(C5=C(C=C6C(=C5)C78CCN9C7C(C=CC9)(C(C(C8N6C=O)(C(=O)OC)O)OC(=O)C)CC)OC)C(=O)OC)O.OS(=O)(=O)O. Drug 2: C(CN)CNCCSP(=O)(O)O. Cell line: A549. Synergy scores: CSS=-0.206, Synergy_ZIP=-0.843, Synergy_Bliss=-1.94, Synergy_Loewe=-6.41, Synergy_HSA=-2.68. (7) Drug 1: CN1C2=C(C=C(C=C2)N(CCCl)CCCl)N=C1CCCC(=O)O.Cl. Drug 2: CC(C)(C#N)C1=CC(=CC(=C1)CN2C=NC=N2)C(C)(C)C#N. Cell line: A549. Synergy scores: CSS=-1.84, Synergy_ZIP=-1.99, Synergy_Bliss=-7.90, Synergy_Loewe=-6.58, Synergy_HSA=-8.04. (8) Drug 1: C1C(C(OC1N2C=C(C(=O)NC2=O)F)CO)O. Drug 2: CCC(=C(C1=CC=CC=C1)C2=CC=C(C=C2)OCCN(C)C)C3=CC=CC=C3.C(C(=O)O)C(CC(=O)O)(C(=O)O)O. Cell line: HS 578T. Synergy scores: CSS=31.6, Synergy_ZIP=-12.0, Synergy_Bliss=-3.31, Synergy_Loewe=-62.8, Synergy_HSA=-6.88.